From a dataset of Reaction yield outcomes from USPTO patents with 853,638 reactions. Predict the reaction yield, written as a fraction of the theoretical maximum amount of product (1.0 means a 100% yield; for example, 0.34 means a 34% yield). (1) The reactants are FC(F)(F)S(O[C:7]1[CH:12]=[CH:11][C:10]([N:13]2[CH:18]=[C:17]([O:19][CH3:20])[C:16](=[O:21])[C:15]([C:22]3[N:26]([C:27]4[CH:32]=[CH:31][CH:30]=[CH:29][CH:28]=4)[N:25]=[CH:24][CH:23]=3)=[N:14]2)=[C:9]([F:33])[CH:8]=1)(=O)=O.[CH3:36][N:37]1[CH:41]=[C:40](B2OC(C)(C)C(C)(C)O2)[CH:39]=[N:38]1.C([O-])([O-])=O.[Na+].[Na+].COCCOC. The catalyst is C1C=CC([P]([Pd]([P](C2C=CC=CC=2)(C2C=CC=CC=2)C2C=CC=CC=2)([P](C2C=CC=CC=2)(C2C=CC=CC=2)C2C=CC=CC=2)[P](C2C=CC=CC=2)(C2C=CC=CC=2)C2C=CC=CC=2)(C2C=CC=CC=2)C2C=CC=CC=2)=CC=1.O. The product is [F:33][C:9]1[CH:8]=[C:7]([C:40]2[CH:39]=[N:38][N:37]([CH3:36])[CH:41]=2)[CH:12]=[CH:11][C:10]=1[N:13]1[CH:18]=[C:17]([O:19][CH3:20])[C:16](=[O:21])[C:15]([C:22]2[N:26]([C:27]3[CH:32]=[CH:31][CH:30]=[CH:29][CH:28]=3)[N:25]=[CH:24][CH:23]=2)=[N:14]1. The yield is 0.810. (2) The reactants are [CH2:1]([N:3]=[C:4]=[O:5])[CH3:2].[N:6]1([CH2:11][CH2:12][CH2:13][NH2:14])[CH2:10][CH2:9][CH2:8][CH2:7]1. The catalyst is C(Cl)(Cl)Cl. The product is [CH2:1]([NH:3][C:4]([NH:14][CH2:13][CH2:12][CH2:11][N:6]1[CH2:10][CH2:9][CH2:8][CH2:7]1)=[O:5])[CH3:2]. The yield is 0.964.